This data is from Experimentally validated miRNA-target interactions with 360,000+ pairs, plus equal number of negative samples. The task is: Binary Classification. Given a miRNA mature sequence and a target amino acid sequence, predict their likelihood of interaction. (1) The protein sequence of the target gene is MPVPPPPAPPPPPTFALANTEKPTLNKTEQAGRNALLSDISKGKKLKKTVTNDRSAPILDKPKGAGASAGGYGGGGGGGGGGGGGGGGSGGNFGGGGPPGLGGLFQAGMPKLRSTANRDNDSGGSRPPILPPGGRATSAKPFSPPSGPGRFPAPSPGHRSGPPEPPRNRMPPPRPDVGSKPDSLPPPVPNTPRPVPSSLHNRGSPAGLGAPRPPFPGNRGAAFGAGSARQNPSGSSSPFPRPPLPPTPSRALDDKPPPPPPPVGNRPSMHREAVPPPPSQTSKPPVPSTPRPGLGSQAPP.... Result: 0 (no interaction). The miRNA is hsa-miR-449a with sequence UGGCAGUGUAUUGUUAGCUGGU. (2) The miRNA is hsa-miR-199a-5p with sequence CCCAGUGUUCAGACUACCUGUUC. The protein sequence of the target gene is MGPVRLGILLFLFLAVHEAWAGMLKEEDDDTERLPSKCEVCKLLSTELQAELSRTGRSREVLELGQVLDTGKRKRHVPYSVSETRLEEALENLCERILDYSVHAERKGSLRYAKGQSQTMATLKGLVQKGVKVDLGIPLELWDEPSVEVTYLKKQCETMLEEFEDIVGDWYFHHQEQPLQNFLCEGHVLPAAETACLQETWTGKEITDGEEKTEGEEEQEEEEEEEEEEGGDKMTKTGSHPKLDREDL. Result: 0 (no interaction).